Task: Predict the reactants needed to synthesize the given product.. Dataset: Full USPTO retrosynthesis dataset with 1.9M reactions from patents (1976-2016) (1) Given the product [O:3]=[C:2]([CH3:4])[CH:1]=[CH:11][C:6]([O:8][CH2:9][CH3:10])=[O:7], predict the reactants needed to synthesize it. The reactants are: [CH:1](=O)[C:2]([CH3:4])=[O:3].[C:6]([CH:11]=P(C1C=CC=CC=1)(C1C=CC=CC=1)C1C=CC=CC=1)([O:8][CH2:9][CH3:10])=[O:7].CN(C)C=O.O. (2) The reactants are: [Cl:1][C:2]1[CH:3]=[N+:4]([O-:48])[CH:5]=[C:6]([Cl:47])[C:7]=1[CH2:8][C@@H:9]([C:32]1[CH:37]=[CH:36][C:35]([O:38][CH:39]([F:41])[F:40])=[C:34]([O:42]CC2CC2)[CH:33]=1)[O:10][C:11]([C@H:13]1[N:17]([S:18]([C:21]2[CH:26]=[CH:25][CH:24]=[C:23]([C:27](=[O:31])[N:28]([CH3:30])[CH3:29])[CH:22]=2)(=[O:20])=[O:19])[CH2:16][CH2:15][S:14]1)=[O:12].FC(F)(F)C(O)=O. Given the product [Cl:1][C:2]1[CH:3]=[N+:4]([O-:48])[CH:5]=[C:6]([Cl:47])[C:7]=1[CH2:8][C@@H:9]([C:32]1[CH:37]=[CH:36][C:35]([O:38][CH:39]([F:41])[F:40])=[C:34]([OH:42])[CH:33]=1)[O:10][C:11]([C@H:13]1[N:17]([S:18]([C:21]2[CH:26]=[CH:25][CH:24]=[C:23]([C:27](=[O:31])[N:28]([CH3:29])[CH3:30])[CH:22]=2)(=[O:20])=[O:19])[CH2:16][CH2:15][S:14]1)=[O:12], predict the reactants needed to synthesize it. (3) Given the product [NH3:3].[CH2:1]([N:3]([CH2:7][C:8]1([C:14]2[CH:15]=[CH:16][C:17]([O:20][CH2:21][CH2:22][CH2:23][N:24]3[CH2:25][CH2:26][CH2:27][CH2:28]3)=[CH:18][CH:19]=2)[CH2:9][CH2:10][O:11][CH2:12][CH2:13]1)[CH2:4][CH3:5])[CH3:2], predict the reactants needed to synthesize it. The reactants are: [CH2:1]([N:3]([CH2:7][C:8]1([C:14]2[CH:19]=[CH:18][C:17]([O:20][CH2:21][CH2:22][CH2:23][N:24]3[CH2:28][CH2:27][CH2:26][CH2:25]3)=[CH:16][CH:15]=2)[CH2:13][CH2:12][O:11][CH2:10][CH2:9]1)[C:4](=O)[CH3:5])[CH3:2].[H-].[H-].[H-].[H-].[Li+].[Al+3].O.[OH-].[Na+]. (4) The reactants are: C1[O:12][C:4]2([CH2:10][CH:9]3[CH2:11][CH:5]2[CH2:6][NH:7][CH2:8]3)OC1.C(N([CH2:18][CH3:19])CC)C.Cl[C:21]([O:23][CH2:24][CH3:25])=[O:22].C(=O)(O)[O-:27].[Na+]. Given the product [CH2:24]1[O:23][C:21]([N:7]2[CH2:6][CH:5]3[CH2:11][CH:9]([CH2:10][C:4]3=[O:12])[CH2:8]2)([O:27][CH2:18][CH3:19])[O:22][CH2:25]1, predict the reactants needed to synthesize it. (5) The reactants are: [CH3:1][C:2]([CH3:5])([O-:4])[CH3:3].[K+].NN[C:9]([NH:11][NH2:12])=[O:10].C([O:16][CH2:17][CH3:18])(=O)C.O.[CH2:20]1[CH2:24]OC[CH2:21]1. Given the product [O:16]=[C:17]1[CH2:18][CH2:24][CH2:20][CH2:21][N:12]1[NH:11][C:9](=[O:10])[O:4][C:2]([CH3:5])([CH3:3])[CH3:1], predict the reactants needed to synthesize it. (6) Given the product [Br:1][C:2]1[CH:14]=[C:13]([C:15]([CH3:18])([CH3:17])[CH3:16])[CH:12]=[C:11]2[C:3]=1[CH2:4][CH:5]([CH2:9][CH3:10])[C:6]2=[O:7], predict the reactants needed to synthesize it. The reactants are: [Br:1][C:2]1[CH:14]=[C:13]([C:15]([CH3:18])([CH3:17])[CH3:16])[CH:12]=[CH:11][C:3]=1[CH2:4][CH:5]([CH2:9][CH3:10])[C:6](Cl)=[O:7].[Al+3].[Cl-].[Cl-].[Cl-]. (7) Given the product [CH3:22][N:2]([CH3:1])[CH2:3][CH2:4][CH2:5][C:6]1[N:11]=[CH:10][C:9]([C:12]([C:14]2[CH:15]=[CH:16][C:17]([O:20][CH3:21])=[CH:18][CH:19]=2)=[O:13])=[CH:8][CH:7]=1, predict the reactants needed to synthesize it. The reactants are: [CH3:1][N:2]([CH3:22])[CH2:3][C:4]#[C:5][C:6]1[N:11]=[CH:10][C:9]([C:12]([C:14]2[CH:19]=[CH:18][C:17]([O:20][CH3:21])=[CH:16][CH:15]=2)=[O:13])=[CH:8][CH:7]=1. (8) Given the product [C:1]([O:5][C:6]([N:8]1[CH2:9][CH:10]2[CH:14]([CH2:13][CH:12]([C:16]([OH:18])=[O:17])[CH2:11]2)[CH2:15]1)=[O:7])([CH3:4])([CH3:2])[CH3:3], predict the reactants needed to synthesize it. The reactants are: [C:1]([O:5][C:6]([N:8]1[CH2:15][CH:14]2[CH:10]([CH2:11][C:12](C(OCC)=O)([C:16]([O:18]CC)=[O:17])[CH2:13]2)[CH2:9]1)=[O:7])([CH3:4])([CH3:3])[CH3:2].O.C(OC(OC(C)(C)C)=O)(OC(C)(C)C)=O.Cl.